The task is: Predict the reactants needed to synthesize the given product.. This data is from Full USPTO retrosynthesis dataset with 1.9M reactions from patents (1976-2016). (1) Given the product [CH3:10][C:4]1[CH:3]=[C:8]([CH:7]=[CH:6][CH:5]=1)[O:9][C:12]1[CH:21]=[CH:20][C:19]2[C:14](=[C:15]([C:22]3[NH:30][C:29]4[CH2:28][CH2:27][NH:26][C:25](=[O:31])[C:24]=4[CH:23]=3)[CH:16]=[CH:17][CH:18]=2)[N:13]=1, predict the reactants needed to synthesize it. The reactants are: [H-].[Na+].[CH:3]1[C:8]([OH:9])=[CH:7][CH:6]=[CH:5][C:4]=1[CH3:10].Cl[C:12]1[CH:21]=[CH:20][C:19]2[C:14](=[C:15]([C:22]3[NH:30][C:29]4[CH2:28][CH2:27][NH:26][C:25](=[O:31])[C:24]=4[CH:23]=3)[CH:16]=[CH:17][CH:18]=2)[N:13]=1. (2) Given the product [F:12][C:13]1[C:20]([F:21])=[CH:19][CH:18]=[CH:17][C:14]=1[CH2:15][S:10][C:6]1[N:5]=[C:4]([S:11][CH2:15][C:14]2[CH:17]=[CH:18][CH:19]=[C:20]([F:21])[C:13]=2[F:12])[C:3]2[N:2]=[CH:28][C:27](=[O:26])[NH:9][C:8]=2[N:7]=1, predict the reactants needed to synthesize it. The reactants are: [Na].[NH2:2][C:3]1[C:4]([SH:11])=[N:5][C:6]([SH:10])=[N:7][C:8]=1[NH2:9].[F:12][C:13]1[C:20]([F:21])=[CH:19][CH:18]=[CH:17][C:14]=1[CH2:15]Br.C([O:26][CH2:27][CH3:28])(=O)C=O. (3) Given the product [CH3:29][O:28][C:26](=[O:27])[NH:1][CH2:2][CH2:3][NH:4][C:5]1[N:14]=[C:13]([N:15]([C:17]2[CH:18]=[CH:19][C:20]([O:23][CH3:24])=[CH:21][CH:22]=2)[CH3:16])[C:12]2[C:7](=[CH:8][CH:9]=[CH:10][CH:11]=2)[N:6]=1, predict the reactants needed to synthesize it. The reactants are: [NH2:1][CH2:2][CH2:3][NH:4][C:5]1[N:14]=[C:13]([N:15]([C:17]2[CH:22]=[CH:21][C:20]([O:23][CH3:24])=[CH:19][CH:18]=2)[CH3:16])[C:12]2[C:7](=[CH:8][CH:9]=[CH:10][CH:11]=2)[N:6]=1.Cl[C:26]([O:28][CH3:29])=[O:27].C(N(CC)CC)C. (4) Given the product [F:1][C:2]1[CH:3]=[N:4][C:5]([O:17][C:18]2[CH:23]=[CH:22][CH:21]=[C:20]([S:24][CH3:25])[CH:19]=2)=[C:6]([CH:16]=1)[C:7]([NH:9][CH:10]1[CH2:11][CH2:12][N:13]([S:34]([CH3:33])(=[O:36])=[O:35])[CH2:14][CH2:15]1)=[O:8], predict the reactants needed to synthesize it. The reactants are: [F:1][C:2]1[CH:3]=[N:4][C:5]([O:17][C:18]2[CH:23]=[CH:22][CH:21]=[C:20]([S:24][CH3:25])[CH:19]=2)=[C:6]([CH:16]=1)[C:7]([NH:9][CH:10]1[CH2:15][CH2:14][NH:13][CH2:12][CH2:11]1)=[O:8].C(N(CC)CC)C.[CH3:33][S:34](Cl)(=[O:36])=[O:35].